Dataset: NCI-60 drug combinations with 297,098 pairs across 59 cell lines. Task: Regression. Given two drug SMILES strings and cell line genomic features, predict the synergy score measuring deviation from expected non-interaction effect. Drug 1: C1=CC(=CC=C1CC(C(=O)O)N)N(CCCl)CCCl.Cl. Drug 2: CC(C)NC(=O)C1=CC=C(C=C1)CNNC.Cl. Cell line: MDA-MB-435. Synergy scores: CSS=-1.92, Synergy_ZIP=2.40, Synergy_Bliss=3.72, Synergy_Loewe=-5.10, Synergy_HSA=-2.45.